This data is from Catalyst prediction with 721,799 reactions and 888 catalyst types from USPTO. The task is: Predict which catalyst facilitates the given reaction. (1) Product: [CH3:14][O:15][CH2:16][CH2:17][O:13][C:10]1[CH:9]=[CH:8][C:7]([C:5]2[N:6]=[C:2]([NH2:1])[S:3][CH:4]=2)=[CH:12][CH:11]=1. Reactant: [NH2:1][C:2]1[S:3][CH:4]=[C:5]([C:7]2[CH:12]=[CH:11][C:10]([OH:13])=[CH:9][CH:8]=2)[N:6]=1.[CH3:14][O:15][CH2:16][CH2:17]O.C1(P(C2C=CC=CC=2)C2C=CC=CC=2)C=CC=CC=1.CCOC(/N=N/C(OCC)=O)=O. The catalyst class is: 1. (2) Reactant: CC1(C)[O:28][C@@H:5]2[C@@H:6]3[C@@H:11]([C@:12]4([CH3:22])[C@@H:21]([C@H:4]2[O:3]1)[CH2:20][C:15]1[N:16]=[C:17]([CH3:19])[S:18][C:14]=1[CH2:13]4)[CH2:10][CH2:9][C@:8]1([CH3:27])[C:23](=[CH2:26])[CH2:24][CH2:25][C@@H:7]31.CC(O)=O. Product: [CH3:19][C:17]1[S:18][C:14]2[CH2:13][C@@:12]3([CH3:22])[C@H:21]([C@@H:4]([OH:3])[C@H:5]([OH:28])[C@@H:6]4[C@@H:11]3[CH2:10][CH2:9][C@:8]3([CH3:27])[C:23](=[CH2:26])[CH2:24][CH2:25][C@@H:7]43)[CH2:20][C:15]=2[N:16]=1. The catalyst class is: 6. (3) Reactant: [F:1][C:2]1[CH:3]=[CH:4][C:5]([CH2:8][O:9][C:10]2[CH:15]=[CH:14][N:13]([C:16]3[N:21]=[C:20]4[N:22]([CH3:29])[C:23]5[CH2:28][CH2:27][NH:26][CH2:25][C:24]=5[C:19]4=[CH:18][CH:17]=3)[C:12](=[O:30])[CH:11]=2)=[N:6][CH:7]=1.[ClH:31]. Product: [ClH:31].[F:1][C:2]1[CH:3]=[CH:4][C:5]([CH2:8][O:9][C:10]2[CH:15]=[CH:14][N:13]([C:16]3[N:21]=[C:20]4[N:22]([CH3:29])[C:23]5[CH2:28][CH2:27][NH:26][CH2:25][C:24]=5[C:19]4=[CH:18][CH:17]=3)[C:12](=[O:30])[CH:11]=2)=[N:6][CH:7]=1. The catalyst class is: 5. (4) Reactant: Br[CH2:2][CH2:3][CH:4]([C:9]1[S:10][C:11]2[CH:18]=[C:17]([C:19]([F:22])([F:21])[F:20])[CH:16]=[CH:15][C:12]=2[C:13]=1[CH3:14])[CH2:5][CH2:6][CH2:7][CH3:8].C(=O)([O-])[O-].[Cs+].[Cs+].[OH:29][C:30]1[CH:35]=[CH:34][C:33]([CH2:36][C:37]([O:39][CH2:40][CH3:41])=[O:38])=[CH:32][C:31]=1[O:42][CH3:43]. Product: [CH3:43][O:42][C:31]1[CH:32]=[C:33]([CH2:36][C:37]([O:39][CH2:40][CH3:41])=[O:38])[CH:34]=[CH:35][C:30]=1[O:29][CH2:2][CH2:3][CH:4]([C:9]1[S:10][C:11]2[CH:18]=[C:17]([C:19]([F:22])([F:21])[F:20])[CH:16]=[CH:15][C:12]=2[C:13]=1[CH3:14])[CH2:5][CH2:6][CH2:7][CH3:8]. The catalyst class is: 23.